This data is from Forward reaction prediction with 1.9M reactions from USPTO patents (1976-2016). The task is: Predict the product of the given reaction. (1) The product is: [C:23]([NH:31][C:32]1[CH:33]=[C:34]([CH:38]=[CH:39][N:40]=1)[C:35]([NH:22][CH2:21][CH2:20][C:15]1[CH:16]=[CH:17][CH:18]=[CH:19][C:14]=1[Cl:13])=[O:36])(=[O:30])[C:24]1[CH:25]=[CH:26][CH:27]=[CH:28][CH:29]=1. Given the reactants FC(F)(F)C1C=CC(CN)=CC=1.[Cl:13][C:14]1[CH:19]=[CH:18][CH:17]=[CH:16][C:15]=1[CH2:20][CH2:21][NH2:22].[C:23]([NH:31][C:32]1[CH:33]=[C:34]([CH:38]=[CH:39][N:40]=1)[C:35](O)=[O:36])(=[O:30])[C:24]1[CH:29]=[CH:28][CH:27]=[CH:26][CH:25]=1, predict the reaction product. (2) The product is: [CH3:1][C:2]1([C:7]2([CH:10]=[O:11])[CH2:9][CH2:8]2)[O:3][CH2:4][CH2:5][O:6]1. Given the reactants [CH3:1][C:2]1([C:7]2([CH2:10][OH:11])[CH2:9][CH2:8]2)[O:6][CH2:5][CH2:4][O:3]1.C([O-])(=O)C.[Na+].[Cr](Cl)([O-])(=O)=O.[NH+]1C=CC=CC=1, predict the reaction product. (3) Given the reactants P([O-])([O-])([O-])=O.[Na+:6].[Na+].[Na+].OC(C(F)(F)F)=O.N[C@@H](CCCCNC(OCC#C)=O)C(O)=O.[N-]=[N+]=[N-].OC(CCCC[C@H]1[C@@H]2[C@@H](NC(N2)=O)CS1)=O.[N-]=[N+]=[N-].[O-:54][S:55]([O-:58])(=[O:57])=[O:56].[Cu+2:59].[O:60]=[C:61]1[O:67][C@H:66]([C@H:68]([CH2:70][OH:71])[OH:69])[C:64]([O-:65])=[C:62]1[OH:63], predict the reaction product. The product is: [O-:57][S:55]([O-:58])(=[O:56])=[O:54].[Cu+2:59].[O:60]=[C:61]1[O:67][C@H:66]([C@H:68]([CH2:70][OH:71])[OH:69])[C:64]([O-:65])=[C:62]1[OH:63].[Na+:6]. (4) Given the reactants [NH2:1][C@H:2]([CH2:19][CH:20]([CH3:22])[CH3:21])[C:3]([NH:5][C:6]1[CH:11]=[CH:10][C:9]([C:12]2[O:16][CH:15]=[N:14][CH:13]=2)=[C:8]([O:17][CH3:18])[CH:7]=1)=[O:4].C(N(CC)C(C)C)(C)C.[CH3:32][S:33](Cl)(=[O:35])=[O:34], predict the reaction product. The product is: [CH3:18][O:17][C:8]1[CH:7]=[C:6]([NH:5][C:3](=[O:4])[C@H:2]([NH:1][S:33]([CH3:32])(=[O:35])=[O:34])[CH2:19][CH:20]([CH3:22])[CH3:21])[CH:11]=[CH:10][C:9]=1[C:12]1[O:16][CH:15]=[N:14][CH:13]=1. (5) Given the reactants [CH2:1]([OH:7])[C@H:2]1[O:6][CH2:5][CH2:4][CH2:3]1.[C:8]1([CH3:18])[CH:13]=[CH:12][C:11]([S:14](Cl)(=[O:16])=[O:15])=[CH:10][CH:9]=1, predict the reaction product. The product is: [CH3:18][C:8]1[CH:13]=[CH:12][C:11]([S:14]([O:7][CH2:1][C@@H:2]2[CH2:3][CH2:4][CH2:5][O:6]2)(=[O:16])=[O:15])=[CH:10][CH:9]=1.